Dataset: Catalyst prediction with 721,799 reactions and 888 catalyst types from USPTO. Task: Predict which catalyst facilitates the given reaction. (1) The catalyst class is: 113. Product: [CH:1]1([C:4]2[N:8]([C:9]3[C:10]([F:17])=[CH:11][C:12]([NH:13][C:27](=[O:26])[CH2:28][C:29](=[O:30])[CH3:31])=[CH:14][C:15]=3[F:16])[N:7]=[C:6]([C:18]([F:20])([F:19])[F:21])[CH:5]=2)[CH2:2][CH2:3]1. Reactant: [CH:1]1([C:4]2[N:8]([C:9]3[C:15]([F:16])=[CH:14][C:12]([NH2:13])=[CH:11][C:10]=3[F:17])[N:7]=[C:6]([C:18]([F:21])([F:20])[F:19])[CH:5]=2)[CH2:3][CH2:2]1.C([O:26][C:27](=O)[CH2:28][C:29]([CH3:31])=[O:30])(C)(C)C. (2) Reactant: [N:1]([CH2:4][C@@H:5]([CH2:12][CH:13]([CH3:15])[CH3:14])[CH2:6][C:7]([O:9]CC)=[O:8])=[N+]=[N-]. Product: [CH3:15][CH:13]([CH2:12][C@H:5]([CH2:4][NH2:1])[CH2:6][C:7]([OH:9])=[O:8])[CH3:14]. The catalyst class is: 43. (3) Reactant: [CH3:1][C:2]1[NH:6][NH:5][C:4](=[O:7])[C:3]=1[CH2:8][NH:9][C:10](=[O:16])[O:11][C:12]([CH3:15])([CH3:14])[CH3:13].[H-].[Na+].I[CH3:20].O. Product: [CH3:20][N:6]1[C:2]([CH3:1])=[C:3]([CH2:8][NH:9][C:10](=[O:16])[O:11][C:12]([CH3:15])([CH3:14])[CH3:13])[C:4](=[O:7])[NH:5]1. The catalyst class is: 3.